This data is from Full USPTO retrosynthesis dataset with 1.9M reactions from patents (1976-2016). The task is: Predict the reactants needed to synthesize the given product. (1) Given the product [CH:1]1([C:7]([C:9]2[O:10][C:11]3[CH:18]=[CH:17][C:16]([O:19][CH2:23][CH2:22][S:21][CH3:20])=[CH:15][C:12]=3[C:13]=2[CH3:14])=[O:8])[CH2:2][CH2:3][CH2:4][CH2:5][CH2:6]1, predict the reactants needed to synthesize it. The reactants are: [CH:1]1([C:7]([C:9]2[O:10][C:11]3[CH:18]=[CH:17][C:16]([OH:19])=[CH:15][C:12]=3[C:13]=2[CH3:14])=[O:8])[CH2:6][CH2:5][CH2:4][CH2:3][CH2:2]1.[CH3:20][S:21][CH2:22][CH2:23]O.C(P(CCCC)CCCC)CCC.N(C(N1CCCCC1)=O)=NC(N1CCCCC1)=O. (2) Given the product [Cl:1][C:2]1[CH:3]=[N:4][C:5]2[C:10]([C:11]=1[N:12]1[CH2:13][CH2:14][N:15]([CH2:18][CH2:19][NH:20][CH2:41][C:38]3[CH:39]=[CH:40][C:34]4[S:33][CH2:32][C:31](=[O:30])[NH:36][C:35]=4[N:37]=3)[CH2:16][CH2:17]1)=[CH:9][C:8]([O:21][CH3:22])=[CH:7][N:6]=2, predict the reactants needed to synthesize it. The reactants are: [Cl:1][C:2]1[CH:3]=[N:4][C:5]2[C:10]([C:11]=1[N:12]1[CH2:17][CH2:16][N:15]([CH2:18][CH2:19][NH2:20])[CH2:14][CH2:13]1)=[CH:9][C:8]([O:21][CH3:22])=[CH:7][N:6]=2.[O-]S([O-])(=O)=O.[Na+].[Na+].[O:30]=[C:31]1[NH:36][C:35]2[N:37]=[C:38]([CH:41]=O)[CH:39]=[CH:40][C:34]=2[S:33][CH2:32]1.[BH4-].[Na+]. (3) Given the product [NH2:19][C:9]1[CH:10]=[C:11]([CH:17]=[CH:18][C:8]=1[NH:7][CH:1]1[CH2:6][CH2:5][CH2:4][CH2:3][CH2:2]1)[C:12]([O:14][CH2:15][CH3:16])=[O:13], predict the reactants needed to synthesize it. The reactants are: [CH:1]1([NH:7][C:8]2[CH:18]=[CH:17][C:11]([C:12]([O:14][CH2:15][CH3:16])=[O:13])=[CH:10][C:9]=2[N+:19]([O-])=O)[CH2:6][CH2:5][CH2:4][CH2:3][CH2:2]1.[H][H]. (4) Given the product [O:3]=[C:4]1[C:13]2[C:8](=[CH:9][CH:10]=[CH:11][CH:12]=2)[N:7]=[C:6]([C:14]2[CH:15]=[CH:16][C:17]([C:18]#[N:19])=[CH:20][CH:21]=2)[C:5]1=[CH:28][C:25]1[CH:26]=[CH:27][N:22]=[CH:23][CH:24]=1, predict the reactants needed to synthesize it. The reactants are: [OH-].[Na+].[O:3]=[C:4]1[C:13]2[C:8](=[CH:9][CH:10]=[CH:11][CH:12]=2)[NH:7][CH:6]([C:14]2[CH:21]=[CH:20][C:17]([C:18]#[N:19])=[CH:16][CH:15]=2)[CH2:5]1.[N:22]1[CH:27]=[CH:26][C:25]([CH:28]=O)=[CH:24][CH:23]=1.